This data is from Full USPTO retrosynthesis dataset with 1.9M reactions from patents (1976-2016). The task is: Predict the reactants needed to synthesize the given product. (1) The reactants are: Br[C:2]1[CH:3]=[N:4][C:5]2[N:6]([CH:8]=[C:9]([CH2:11][O:12][C:13]3[CH:18]=[CH:17][CH:16]=[CH:15][N:14]=3)[N:10]=2)[CH:7]=1.[OH:19][CH2:20][C:21]1[CH:26]=[C:25]([C:27]([F:30])([F:29])[F:28])[CH:24]=[CH:23][C:22]=1B(O)O. Given the product [N:14]1[CH:15]=[CH:16][CH:17]=[CH:18][C:13]=1[O:12][CH2:11][C:9]1[N:10]=[C:5]2[N:4]=[CH:3][C:2]([C:22]3[CH:23]=[CH:24][C:25]([C:27]([F:30])([F:29])[F:28])=[CH:26][C:21]=3[CH2:20][OH:19])=[CH:7][N:6]2[CH:8]=1, predict the reactants needed to synthesize it. (2) Given the product [CH3:20][O:19][C:5]1[CH:4]=[C:3]([CH2:1][NH:26][CH2:25][CH2:24][C:23]2[CH:27]=[CH:28][CH:29]=[CH:30][C:22]=2[CH3:21])[CH:18]=[CH:17][C:6]=1[O:7][C:8]1[CH:16]=[CH:15][C:11]([C:12]([NH2:14])=[O:13])=[CH:10][N:9]=1, predict the reactants needed to synthesize it. The reactants are: [CH:1]([C:3]1[CH:18]=[CH:17][C:6]([O:7][C:8]2[CH:16]=[CH:15][C:11]([C:12]([NH2:14])=[O:13])=[CH:10][N:9]=2)=[C:5]([O:19][CH3:20])[CH:4]=1)=O.[CH3:21][C:22]1[CH:30]=[CH:29][CH:28]=[CH:27][C:23]=1[CH2:24][CH2:25][NH2:26]. (3) Given the product [Br:2][C:3]1[CH:8]=[C:7]([F:9])[CH:6]=[CH:5][C:4]=1[C@H:10]1[C:15]([C:16]([O:18][CH3:19])=[O:17])=[C:14]([CH2:26][N:27]2[CH2:28][CH2:29][O:30][CH2:31][CH2:32]2)[NH:13][C:12]([C:33]2[S:34][CH:35]=[CH:36][N:37]=2)=[N:11]1, predict the reactants needed to synthesize it. The reactants are: [Li].[Br:2][C:3]1[CH:8]=[C:7]([F:9])[CH:6]=[CH:5][C:4]=1[C@H:10]1[C:15]([C:16]([O:18][C@H:19](C)C(OCC)=O)=[O:17])=[C:14]([CH2:26][N:27]2[CH2:32][CH2:31][O:30][CH2:29][CH2:28]2)[NH:13][C:12]([C:33]2[S:34][CH:35]=[CH:36][N:37]=2)=[N:11]1. (4) Given the product [CH2:23]([O:22][C:20]([NH:19][C@@H:11]([C:12]([S:15][CH:16]([CH3:17])[CH3:18])([CH3:13])[CH3:14])[C:10]([N:6]1[CH2:7][CH2:8][CH2:9][C@H:5]1[C:3]([OH:4])=[O:2])=[O:25])=[O:21])[CH3:24], predict the reactants needed to synthesize it. The reactants are: C[O:2][C:3]([C@@H:5]1[CH2:9][CH2:8][CH2:7][N:6]1[C:10](=[O:25])[C@@H:11]([NH:19][C:20]([O:22][CH2:23][CH3:24])=[O:21])[C:12]([S:15][CH:16]([CH3:18])[CH3:17])([CH3:14])[CH3:13])=[O:4].[Li+].[OH-].OS([O-])(=O)=O.[K+].C(OCC)(=O)C.